From a dataset of Peptide-MHC class II binding affinity with 134,281 pairs from IEDB. Regression. Given a peptide amino acid sequence and an MHC pseudo amino acid sequence, predict their binding affinity value. This is MHC class II binding data. (1) The peptide sequence is QPCNGVTMNDVKIEY. The binding affinity (normalized) is 0.161. The MHC is HLA-DPA10201-DPB11401 with pseudo-sequence HLA-DPA10201-DPB11401. (2) The peptide sequence is EKKYFAATQFEPLHA. The MHC is HLA-DPA10103-DPB10401 with pseudo-sequence HLA-DPA10103-DPB10401. The binding affinity (normalized) is 1.00. (3) The peptide sequence is RGLLRRARGGPHHRR. The MHC is HLA-DQA10102-DQB10602 with pseudo-sequence HLA-DQA10102-DQB10602. The binding affinity (normalized) is 0.315.